This data is from Reaction yield outcomes from USPTO patents with 853,638 reactions. The task is: Predict the reaction yield, written as a fraction of the theoretical maximum amount of product (1.0 means a 100% yield; for example, 0.34 means a 34% yield). (1) The reactants are [CH:1]([NH:4][C@@H:5]([CH3:11])[C:6]([O:8][CH2:9][CH3:10])=[O:7])([CH3:3])[CH3:2].Cl[C:13]1[C:22]([N+:23]([O-:25])=[O:24])=[CH:21][C:16]([C:17]([O:19][CH3:20])=[O:18])=[CH:15][N:14]=1. The catalyst is CCOC(C)=O. The product is [CH2:9]([O:8][C:6](=[O:7])[C@@H:5]([N:4]([CH:1]([CH3:3])[CH3:2])[C:13]1[C:22]([N+:23]([O-:25])=[O:24])=[CH:21][C:16]([C:17]([O:19][CH3:20])=[O:18])=[CH:15][N:14]=1)[CH3:11])[CH3:10]. The yield is 0.420. (2) The reactants are [CH2:1]([N:8]1[N:17]=[C:16](Cl)[C:15]2[C:10](=[CH:11][CH:12]=[CH:13][CH:14]=2)[C:9]1=[O:19])[C:2]1[CH:7]=[CH:6][CH:5]=[CH:4][CH:3]=1.[CH3:20][O:21][C:22]1[CH:23]=[C:24]([CH:26]=[C:27]([O:31][CH3:32])[C:28]=1[O:29][CH3:30])[NH2:25].C1(P(C2C=CC=CC=2)C2C=CC3C(=CC=CC=3)C=2C2C3C(=CC=CC=3)C=CC=2P(C2C=CC=CC=2)C2C=CC=CC=2)C=CC=CC=1.CC(C)([O-])C.[K+]. The catalyst is C1(C)C=CC=CC=1. The product is [CH2:1]([N:8]1[N:17]=[C:16]([NH:25][C:24]2[CH:26]=[C:27]([O:31][CH3:32])[C:28]([O:29][CH3:30])=[C:22]([O:21][CH3:20])[CH:23]=2)[C:15]2[C:10](=[CH:11][CH:12]=[CH:13][CH:14]=2)[C:9]1=[O:19])[C:2]1[CH:7]=[CH:6][CH:5]=[CH:4][CH:3]=1. The yield is 0.290.